From a dataset of Experimentally validated miRNA-target interactions with 360,000+ pairs, plus equal number of negative samples. Binary Classification. Given a miRNA mature sequence and a target amino acid sequence, predict their likelihood of interaction. The miRNA is hsa-miR-302b-3p with sequence UAAGUGCUUCCAUGUUUUAGUAG. The protein sequence of the target gene is MAAHRPGPLKQQNKAHKGGRHRGRGSAQRDGKGRLALKTLSKKVRKELSRVDQRHRASQLRKQKKEAVLAEKRQLGGKDGPPHQVLVVPLHSRISLPEAMQLLQDRDTGTVHLNELGNTQNFMLLCPRLKHRWFFTSARPGDLHVVLDMAKVADTILFLLDPLEGWDSTGDYCLSCLFAQGLPTYTLAVQGISGLPLKKQIDTRKKLSKAVEKRFPHDKLLLLDTQQEAGMLLRQLANQKQQHLAFRDRRAYLFAHAVDFVPSEENNLVGTLKISGYVRGQTLNVNRLLHIVGYGDFQMK.... Result: 1 (interaction).